This data is from Reaction yield outcomes from USPTO patents with 853,638 reactions. The task is: Predict the reaction yield, written as a fraction of the theoretical maximum amount of product (1.0 means a 100% yield; for example, 0.34 means a 34% yield). (1) The reactants are [CH2:1]([C:8]1[CH:12]=[C:11](N2CCCCC2)[N:10]([CH2:19][CH3:20])[N:9]=1)[C:2]1[CH:7]=[CH:6][CH:5]=[CH:4][CH:3]=1.[ClH:21].[C:22]([Cl:25])(=O)[CH3:23]. The catalyst is CO. The product is [ClH:25].[ClH:21].[CH2:1]([C:8]1[CH:12]=[C:11]([CH:23]2[CH2:22][CH2:19][NH:10][CH2:11][CH2:12]2)[N:10]([CH2:19][CH3:20])[N:9]=1)[C:2]1[CH:3]=[CH:4][CH:5]=[CH:6][CH:7]=1. The yield is 1.00. (2) The catalyst is CN(C=O)C. The product is [Cl:2][C:3]1[N:4]=[C:5]([C:10]([NH:12][C@H:13]2[CH2:18][CH2:17][N:16]([C:30](=[O:31])[C:22](=[O:29])[C:23]3[CH:28]=[CH:27][CH:26]=[CH:25][CH:24]=3)[CH2:15][C@H:14]2[O:19][CH2:20][CH3:21])=[O:11])[NH:6][C:7]=1[CH2:8][CH3:9]. The yield is 0.670. The reactants are Cl.[Cl:2][C:3]1[N:4]=[C:5]([C:10]([NH:12][C@H:13]2[CH2:18][CH2:17][NH:16][CH2:15][C@H:14]2[O:19][CH2:20][CH3:21])=[O:11])[NH:6][C:7]=1[CH2:8][CH3:9].[C:22]([C:30](O)=[O:31])(=[O:29])[C:23]1[CH:28]=[CH:27][CH:26]=[CH:25][CH:24]=1.